Dataset: Full USPTO retrosynthesis dataset with 1.9M reactions from patents (1976-2016). Task: Predict the reactants needed to synthesize the given product. Given the product [OH:1][CH2:2][CH2:3][CH2:4][CH2:5][CH2:6][CH2:7][CH2:8][CH2:9][CH2:10][CH2:11][CH2:12][C:13]([O:15][CH2:18][C:17]([Cl:21])([Cl:20])[Cl:16])=[O:14], predict the reactants needed to synthesize it. The reactants are: [OH:1][CH2:2][CH2:3][CH2:4][CH2:5][CH2:6][CH2:7][CH2:8][CH2:9][CH2:10][CH2:11][CH2:12][C:13]([OH:15])=[O:14].[Cl:16][C:17]([Cl:21])([Cl:20])[CH2:18]O.C1(N=C=NC2CCCCC2)CCCCC1.N1C=CC=CC=1.